From a dataset of Peptide-MHC class I binding affinity with 185,985 pairs from IEDB/IMGT. Regression. Given a peptide amino acid sequence and an MHC pseudo amino acid sequence, predict their binding affinity value. This is MHC class I binding data. (1) The peptide sequence is TPMFNDINI. The MHC is HLA-B35:01 with pseudo-sequence HLA-B35:01. The binding affinity (normalized) is 0.0641. (2) The peptide sequence is ELKRQLADL. The MHC is HLA-B46:01 with pseudo-sequence HLA-B46:01. The binding affinity (normalized) is 0.0847. (3) The peptide sequence is PSSDVVAEY. The MHC is HLA-A02:02 with pseudo-sequence HLA-A02:02. The binding affinity (normalized) is 0.150. (4) The binding affinity (normalized) is 0.0847. The peptide sequence is RTMPLSRFT. The MHC is HLA-B40:01 with pseudo-sequence HLA-B40:01. (5) The peptide sequence is AVFKNSFLGK. The MHC is HLA-A33:01 with pseudo-sequence HLA-A33:01. The binding affinity (normalized) is 0.0324. (6) The binding affinity (normalized) is 0. The MHC is HLA-B53:01 with pseudo-sequence HLA-B53:01. The peptide sequence is EAVRHFPRI. (7) The peptide sequence is QIPSYKKLI. The MHC is HLA-A02:07 with pseudo-sequence HLA-A02:07. The binding affinity (normalized) is 0.0472. (8) The peptide sequence is IAGFIEGGW. The MHC is HLA-A11:01 with pseudo-sequence HLA-A11:01. The binding affinity (normalized) is 0.0847.